From a dataset of Reaction yield outcomes from USPTO patents with 853,638 reactions. Predict the reaction yield, written as a fraction of the theoretical maximum amount of product (1.0 means a 100% yield; for example, 0.34 means a 34% yield). (1) The reactants are [NH2:1][C:2]1[C:10]([CH3:11])=[CH:9][C:8]([C:12]#[N:13])=[CH:7][C:3]=1[C:4]([OH:6])=[O:5].[Br:14][C:15]1[CH:16]=[C:17]([C:27](Cl)=[O:28])[N:18]([C:20]2[C:25]([Cl:26])=[CH:24][CH:23]=[CH:22][N:21]=2)[N:19]=1.C(N(CC)CC)C. The catalyst is C1COCC1. The product is [Br:14][C:15]1[CH:16]=[C:17]([C:27]([NH:1][C:2]2[C:10]([CH3:11])=[CH:9][C:8]([C:12]#[N:13])=[CH:7][C:3]=2[C:4]([OH:6])=[O:5])=[O:28])[N:18]([C:20]2[C:25]([Cl:26])=[CH:24][CH:23]=[CH:22][N:21]=2)[N:19]=1. The yield is 0.230. (2) The reactants are [F:1][C:2]1[CH:3]=[CH:4][CH:5]=[C:6]2[C:10]=1[NH:9][CH:8]=[CH:7]2.[H-].[Na+].[CH3:13][O:14][C:15]1[CH:20]=[CH:19][C:18]([S:21](Cl)(=[O:23])=[O:22])=[CH:17][C:16]=1[N:25]1[CH2:30][CH2:29][N:28]([C:31](=[O:36])[C:32]([Cl:35])([Cl:34])[Cl:33])[CH2:27][CH2:26]1. The catalyst is C1COCC1. The product is [Cl:35][C:32]([Cl:33])([Cl:34])[C:31]([N:28]1[CH2:29][CH2:30][N:25]([C:16]2[CH:17]=[C:18]([S:21]([N:9]3[C:10]4[C:6](=[CH:5][CH:4]=[CH:3][C:2]=4[F:1])[CH:7]=[CH:8]3)(=[O:22])=[O:23])[CH:19]=[CH:20][C:15]=2[O:14][CH3:13])[CH2:26][CH2:27]1)=[O:36]. The yield is 0.580. (3) The product is [CH2:28]([N:27]1[C:23]([C@H:19]2[CH2:20][CH2:21][CH2:22][C@@H:18]2[O:17][C:13]2[CH:14]=[C:15]([F:16])[C:10]([S:7]([NH:6][C:31]3[CH:36]=[CH:35][N:34]=[CH:33][N:32]=3)(=[O:9])=[O:8])=[C:11]([F:30])[CH:12]=2)=[CH:24][CH:25]=[N:26]1)[CH3:29]. The catalyst is ClCCl. The reactants are COC1C=C(OC)C=CC=1C[N:6]([C:31]1[CH:36]=[CH:35][N:34]=[CH:33][N:32]=1)[S:7]([C:10]1[C:15]([F:16])=[CH:14][C:13]([O:17][C@H:18]2[CH2:22][CH2:21][CH2:20][C@@H:19]2[C:23]2[N:27]([CH2:28][CH3:29])[N:26]=[CH:25][CH:24]=2)=[CH:12][C:11]=1[F:30])(=[O:9])=[O:8].C([SiH](CC)CC)C.FC(F)(F)C(O)=O. The yield is 0.870. (4) The reactants are Br[C:2]1[N:7]=[C:6]([NH2:8])[CH:5]=[CH:4][CH:3]=1.[CH2:9]([N:13]1[N:17]=[C:16]2[CH:18]=[CH:19][CH:20]=[CH:21][C:15]2=[N:14]1)[CH2:10][C:11]#[CH:12]. No catalyst specified. The product is [N:14]1[N:13]([CH2:9][CH2:10][C:11]#[C:12][C:2]2[N:7]=[C:6]([NH2:8])[CH:5]=[CH:4][CH:3]=2)[N:17]=[C:16]2[CH:18]=[CH:19][CH:20]=[CH:21][C:15]=12. The yield is 0.310. (5) The yield is 0.840. The reactants are Br[CH2:2][CH2:3][F:4].[N+:5]([C:8]1[CH:9]=[N:10][NH:11][CH:12]=1)([O-:7])=[O:6].C([O-])([O-])=O.[K+].[K+]. The catalyst is CC#N. The product is [F:4][CH2:3][CH2:2][N:10]1[CH:9]=[C:8]([N+:5]([O-:7])=[O:6])[CH:12]=[N:11]1.